From a dataset of Catalyst prediction with 721,799 reactions and 888 catalyst types from USPTO. Predict which catalyst facilitates the given reaction. Reactant: C(OC(=O)[NH:7][C:8]1[CH:16]=[C:15]2[C:11]([C:12]([S:24][C:25]3[CH:30]=[CH:29][CH:28]=[CH:27][C:26]=3[N+:31]([O-:33])=[O:32])=[CH:13][N:14]2[CH2:17][C:18]2[CH:23]=[CH:22][CH:21]=[CH:20][N:19]=2)=[CH:10][CH:9]=1)(C)(C)C.CCCCCCC.C(OCC)(=O)C.C(OCC)(=O)C. Product: [N+:31]([C:26]1[CH:27]=[CH:28][CH:29]=[CH:30][C:25]=1[S:24][C:12]1[C:11]2[C:15](=[CH:16][C:8]([NH2:7])=[CH:9][CH:10]=2)[N:14]([CH2:17][C:18]2[CH:23]=[CH:22][CH:21]=[CH:20][N:19]=2)[CH:13]=1)([O-:33])=[O:32]. The catalyst class is: 66.